Dataset: NCI-60 drug combinations with 297,098 pairs across 59 cell lines. Task: Regression. Given two drug SMILES strings and cell line genomic features, predict the synergy score measuring deviation from expected non-interaction effect. (1) Drug 1: C1=NC2=C(N=C(N=C2N1C3C(C(C(O3)CO)O)O)F)N. Drug 2: CC1=C(C(=O)C2=C(C1=O)N3CC4C(C3(C2COC(=O)N)OC)N4)N. Cell line: UACC62. Synergy scores: CSS=27.1, Synergy_ZIP=1.95, Synergy_Bliss=1.77, Synergy_Loewe=-27.1, Synergy_HSA=2.28. (2) Drug 1: C1=CC=C(C(=C1)C(C2=CC=C(C=C2)Cl)C(Cl)Cl)Cl. Drug 2: CC12CCC3C(C1CCC2O)C(CC4=C3C=CC(=C4)O)CCCCCCCCCS(=O)CCCC(C(F)(F)F)(F)F. Cell line: UACC62. Synergy scores: CSS=-0.543, Synergy_ZIP=-0.502, Synergy_Bliss=-2.88, Synergy_Loewe=-2.39, Synergy_HSA=-2.82. (3) Drug 1: COCCOC1=C(C=C2C(=C1)C(=NC=N2)NC3=CC=CC(=C3)C#C)OCCOC. Drug 2: CC1=C(C(=CC=C1)Cl)NC(=O)C2=CN=C(S2)NC3=CC(=NC(=N3)C)N4CCN(CC4)CCO. Cell line: SK-OV-3. Synergy scores: CSS=74.7, Synergy_ZIP=1.01, Synergy_Bliss=0.965, Synergy_Loewe=8.16, Synergy_HSA=9.88. (4) Drug 1: C1=CC(=CC=C1CCC2=CNC3=C2C(=O)NC(=N3)N)C(=O)NC(CCC(=O)O)C(=O)O. Drug 2: CC1C(C(CC(O1)OC2CC(OC(C2O)C)OC3=CC4=CC5=C(C(=O)C(C(C5)C(C(=O)C(C(C)O)O)OC)OC6CC(C(C(O6)C)O)OC7CC(C(C(O7)C)O)OC8CC(C(C(O8)C)O)(C)O)C(=C4C(=C3C)O)O)O)O. Cell line: T-47D. Synergy scores: CSS=11.6, Synergy_ZIP=-0.807, Synergy_Bliss=2.19, Synergy_Loewe=1.14, Synergy_HSA=1.40. (5) Drug 1: CCC1=CC2CC(C3=C(CN(C2)C1)C4=CC=CC=C4N3)(C5=C(C=C6C(=C5)C78CCN9C7C(C=CC9)(C(C(C8N6C)(C(=O)OC)O)OC(=O)C)CC)OC)C(=O)OC.C(C(C(=O)O)O)(C(=O)O)O. Drug 2: CC(C)(C#N)C1=CC(=CC(=C1)CN2C=NC=N2)C(C)(C)C#N. Cell line: IGROV1. Synergy scores: CSS=29.5, Synergy_ZIP=-7.19, Synergy_Bliss=-3.32, Synergy_Loewe=-6.99, Synergy_HSA=-2.14. (6) Drug 1: CC1=C(C(=CC=C1)Cl)NC(=O)C2=CN=C(S2)NC3=CC(=NC(=N3)C)N4CCN(CC4)CCO. Drug 2: CC1C(C(CC(O1)OC2CC(CC3=C2C(=C4C(=C3O)C(=O)C5=CC=CC=C5C4=O)O)(C(=O)C)O)N)O. Cell line: RPMI-8226. Synergy scores: CSS=39.0, Synergy_ZIP=-1.16, Synergy_Bliss=-1.54, Synergy_Loewe=-4.62, Synergy_HSA=0.650. (7) Drug 1: C1=CC(=CC=C1CC(C(=O)O)N)N(CCCl)CCCl.Cl. Drug 2: CC1C(C(CC(O1)OC2CC(OC(C2O)C)OC3=CC4=CC5=C(C(=O)C(C(C5)C(C(=O)C(C(C)O)O)OC)OC6CC(C(C(O6)C)O)OC7CC(C(C(O7)C)O)OC8CC(C(C(O8)C)O)(C)O)C(=C4C(=C3C)O)O)O)O. Cell line: DU-145. Synergy scores: CSS=1.45, Synergy_ZIP=-0.292, Synergy_Bliss=-1.39, Synergy_Loewe=-3.95, Synergy_HSA=-3.90. (8) Synergy scores: CSS=26.2, Synergy_ZIP=-5.31, Synergy_Bliss=-3.35, Synergy_Loewe=-58.8, Synergy_HSA=-2.98. Drug 1: CC1CCC2CC(C(=CC=CC=CC(CC(C(=O)C(C(C(=CC(C(=O)CC(OC(=O)C3CCCCN3C(=O)C(=O)C1(O2)O)C(C)CC4CCC(C(C4)OC)OCCO)C)C)O)OC)C)C)C)OC. Drug 2: C(=O)(N)NO. Cell line: NCIH23.